This data is from Full USPTO retrosynthesis dataset with 1.9M reactions from patents (1976-2016). The task is: Predict the reactants needed to synthesize the given product. (1) Given the product [CH3:3][C:4]1[C:12]2[C:11]([O:13][CH:14]3[CH2:15][CH2:16][CH:17]([N:20]([CH3:30])[C:21](=[O:27])[O:22][C:23]([CH3:24])([CH3:25])[CH3:26])[CH2:18][CH2:19]3)=[N:10][CH:9]=[N:8][C:7]=2[S:6][C:5]=1[CH3:28], predict the reactants needed to synthesize it. The reactants are: [H-].[Na+].[CH3:3][C:4]1[C:12]2[C:11]([O:13][CH:14]3[CH2:19][CH2:18][CH:17]([NH:20][C:21](=[O:27])[O:22][C:23]([CH3:26])([CH3:25])[CH3:24])[CH2:16][CH2:15]3)=[N:10][CH:9]=[N:8][C:7]=2[S:6][C:5]=1[CH3:28].I[CH3:30]. (2) Given the product [S:22]1[C:26]2[CH:27]=[CH:28][CH:29]=[C:30]([O:31][C:32]3[CH:38]=[CH:37][C:35]([NH:36][C:19]4[C:20]5[N:12]([CH2:11][CH2:10][OH:9])[CH:13]=[CH:14][C:15]=5[N:16]=[CH:17][N:18]=4)=[CH:34][C:33]=3[CH3:39])[C:25]=2[CH:24]=[N:23]1, predict the reactants needed to synthesize it. The reactants are: C([O:9][CH2:10][CH2:11][N:12]1[C:20]2[C:19](Cl)=[N:18][CH:17]=[N:16][C:15]=2[CH:14]=[CH:13]1)(=O)C1C=CC=CC=1.[S:22]1[C:26]2[CH:27]=[CH:28][CH:29]=[C:30]([O:31][C:32]3[CH:38]=[CH:37][C:35]([NH2:36])=[CH:34][C:33]=3[CH3:39])[C:25]=2[CH:24]=[N:23]1.C(O)(C)C.[OH-].[Na+]. (3) Given the product [CH3:8][O:9][C:10]1[CH:15]=[CH:14][N:13]=[C:12]([CH2:16][CH2:17][C:18]2[NH:33][C:21]3=[N:22][CH:23]=[C:24]([C:26]4[CH:31]=[CH:30][C:29]([NH:32][C:1](=[O:3])[CH3:2])=[CH:28][CH:27]=4)[CH:25]=[C:20]3[N:19]=2)[CH:11]=1, predict the reactants needed to synthesize it. The reactants are: [C:1](OC(=O)C)(=[O:3])[CH3:2].[CH3:8][O:9][C:10]1[CH:15]=[CH:14][N:13]=[C:12]([CH2:16][CH2:17][C:18]2[NH:33][C:21]3=[N:22][CH:23]=[C:24]([C:26]4[CH:31]=[CH:30][C:29]([NH2:32])=[CH:28][CH:27]=4)[CH:25]=[C:20]3[N:19]=2)[CH:11]=1.